Dataset: Reaction yield outcomes from USPTO patents with 853,638 reactions. Task: Predict the reaction yield, written as a fraction of the theoretical maximum amount of product (1.0 means a 100% yield; for example, 0.34 means a 34% yield). (1) The reactants are [CH3:1][C:2]1[CH:3]=[C:4]([CH:11]=[C:12]([CH3:14])[CH:13]=1)[O:5][CH2:6][C:7]([O:9][CH3:10])=[O:8].[Cl:15][S:16](O)(=[O:18])=[O:17]. No catalyst specified. The product is [CH3:10][O:9][C:7](=[O:8])[CH2:6][O:5][C:4]1[CH:11]=[C:12]([CH3:14])[C:13]([S:16]([Cl:15])(=[O:18])=[O:17])=[C:2]([CH3:1])[CH:3]=1. The yield is 0.270. (2) The reactants are O/[CH:2]=[C:3](\[CH2:8][C:9]1[CH:10]=[N:11][CH:12]=[N:13][CH:14]=1)/[C:4](OC)=O.[C:15](=[NH:37])([O:17][CH2:18][CH2:19][C:20]1[CH:25]=[CH:24][C:23]([O:26][C:27]2[CH:32]=[CH:31][CH:30]=[C:29]([C:33]([F:36])([F:35])[F:34])[CH:28]=2)=[CH:22][CH:21]=1)[NH2:16].[C:38]([O-])([O-])=O.[K+].[K+]. The catalyst is CN1C(=O)CCC1. The product is [CH2:38]=[C:4]1[C:3]([CH2:8][C:9]2[CH:10]=[N:11][CH:12]=[N:13][CH:14]=2)=[CH:2][NH:16][C:15]([O:17][CH2:18][CH2:19][C:20]2[CH:25]=[CH:24][C:23]([O:26][C:27]3[CH:32]=[CH:31][CH:30]=[C:29]([C:33]([F:36])([F:35])[F:34])[CH:28]=3)=[CH:22][CH:21]=2)=[N:37]1. The yield is 0.284.